Regression. Given two drug SMILES strings and cell line genomic features, predict the synergy score measuring deviation from expected non-interaction effect. From a dataset of NCI-60 drug combinations with 297,098 pairs across 59 cell lines. (1) Drug 1: CCCCCOC(=O)NC1=NC(=O)N(C=C1F)C2C(C(C(O2)C)O)O. Drug 2: CC1=C(C(=O)C2=C(C1=O)N3CC4C(C3(C2COC(=O)N)OC)N4)N. Cell line: OVCAR-5. Synergy scores: CSS=30.3, Synergy_ZIP=4.27, Synergy_Bliss=2.18, Synergy_Loewe=-37.8, Synergy_HSA=-3.46. (2) Drug 1: CC1=C(C=C(C=C1)NC2=NC=CC(=N2)N(C)C3=CC4=NN(C(=C4C=C3)C)C)S(=O)(=O)N.Cl. Drug 2: C1=CC=C(C(=C1)C(C2=CC=C(C=C2)Cl)C(Cl)Cl)Cl. Cell line: SK-MEL-2. Synergy scores: CSS=-0.200, Synergy_ZIP=3.56, Synergy_Bliss=7.64, Synergy_Loewe=3.20, Synergy_HSA=3.11. (3) Drug 1: COC1=CC(=CC(=C1O)OC)C2C3C(COC3=O)C(C4=CC5=C(C=C24)OCO5)OC6C(C(C7C(O6)COC(O7)C8=CC=CS8)O)O. Drug 2: CCC1(CC2CC(C3=C(CCN(C2)C1)C4=CC=CC=C4N3)(C5=C(C=C6C(=C5)C78CCN9C7C(C=CC9)(C(C(C8N6C)(C(=O)OC)O)OC(=O)C)CC)OC)C(=O)OC)O.OS(=O)(=O)O. Synergy scores: CSS=68.8, Synergy_ZIP=-0.278, Synergy_Bliss=1.55, Synergy_Loewe=4.95, Synergy_HSA=5.38. Cell line: HCT116.